Dataset: Reaction yield outcomes from USPTO patents with 853,638 reactions. Task: Predict the reaction yield, written as a fraction of the theoretical maximum amount of product (1.0 means a 100% yield; for example, 0.34 means a 34% yield). The reactants are Cl.[NH2:2][C@H:3]1[CH2:7][CH2:6][N:5]([C:8]2[CH:9]=[C:10]3[C:14](=[CH:15][CH:16]=2)[CH:13]([N:17]([CH3:24])[C:18](=[O:23])[C:19]([F:22])([F:21])[F:20])[CH2:12][CH2:11]3)[C:4]1=[O:25].[Cl:26][C:27]1[C:35]2[C:30](=[CH:31][C:32]([S:36](Cl)(=[O:38])=[O:37])=[CH:33][CH:34]=2)[N:29]([Si:40]([CH:47]([CH3:49])[CH3:48])([CH:44]([CH3:46])[CH3:45])[CH:41]([CH3:43])[CH3:42])[CH:28]=1. No catalyst specified. The product is [Cl:26][C:27]1[C:35]2[C:30](=[CH:31][C:32]([S:36]([NH:2][C@H:3]3[CH2:7][CH2:6][N:5]([C:8]4[CH:9]=[C:10]5[C:14](=[CH:15][CH:16]=4)[CH:13]([N:17]([CH3:24])[C:18](=[O:23])[C:19]([F:21])([F:22])[F:20])[CH2:12][CH2:11]5)[C:4]3=[O:25])(=[O:38])=[O:37])=[CH:33][CH:34]=2)[N:29]([Si:40]([CH:44]([CH3:46])[CH3:45])([CH:47]([CH3:49])[CH3:48])[CH:41]([CH3:42])[CH3:43])[CH:28]=1. The yield is 0.300.